From a dataset of Catalyst prediction with 721,799 reactions and 888 catalyst types from USPTO. Predict which catalyst facilitates the given reaction. (1) Reactant: [CH3:1][C:2]1[N:6]([CH2:7][C:8]2[CH:13]=[CH:12][CH:11]=[CH:10][C:9]=2[O:14][CH3:15])[N:5]=[C:4]([NH2:16])[CH:3]=1.[CH3:17][C:18]([O:21][C:22]([N:24]1[CH2:33][CH2:32][C:31]2[C:26](=[CH:27][CH:28]=[C:29]([C:34](O)=[O:35])[CH:30]=2)[CH2:25]1)=[O:23])([CH3:20])[CH3:19].C1C=CC2N(O)N=NC=2C=1.CCN=C=NCCCN(C)C.CCN(CC)CC. Product: [CH3:1][C:2]1[N:6]([CH2:7][C:8]2[CH:13]=[CH:12][CH:11]=[CH:10][C:9]=2[O:14][CH3:15])[N:5]=[C:4]([NH:16][C:34]([C:29]2[CH:30]=[C:31]3[C:26](=[CH:27][CH:28]=2)[CH2:25][N:24]([C:22]([O:21][C:18]([CH3:20])([CH3:19])[CH3:17])=[O:23])[CH2:33][CH2:32]3)=[O:35])[CH:3]=1. The catalyst class is: 2. (2) Reactant: [Br:1][CH2:2][CH2:3][NH2:4].[C:5](O[C:5]([O:7][C:8]([CH3:11])([CH3:10])[CH3:9])=[O:6])([O:7][C:8]([CH3:11])([CH3:10])[CH3:9])=[O:6].C([O-])(O)=O.[Na+]. Product: [Br:1][CH2:2][CH2:3][NH:4][C:5](=[O:6])[O:7][C:8]([CH3:11])([CH3:10])[CH3:9]. The catalyst class is: 46. (3) Reactant: Cl[C:2]1[CH:7]=[CH:6][C:5]([N+:8]([O-:10])=[O:9])=[CH:4][CH:3]=1.[CH3:11][N:12]1[CH2:17][CH2:16][CH:15]([CH2:18][OH:19])[CH2:14][CH2:13]1.[H-].[Na+]. Product: [CH3:11][N:12]1[CH2:17][CH2:16][CH:15]([CH2:18][O:19][C:2]2[CH:7]=[CH:6][C:5]([N+:8]([O-:10])=[O:9])=[CH:4][CH:3]=2)[CH2:14][CH2:13]1. The catalyst class is: 16. (4) The catalyst class is: 148. Reactant: [Cl:1][C:2]1[C:3](F)=[C:4]([F:26])[CH:5]=[C:6]2[C:11]=1[N:10]([C:12]1[CH:17]=[CH:16][C:15]([CH2:18][OH:19])=[CH:14][CH:13]=1)[CH:9]=[C:8]([C:20]([O:22][CH2:23][CH3:24])=[O:21])[C:7]2=[O:25].[N:28]1[CH:33]=[CH:32][CH:31]=[CH:30][C:29]=1[N:34]1[CH2:39][CH2:38][NH:37][CH2:36][CH2:35]1.CCN(C(C)C)C(C)C. Product: [Cl:1][C:2]1[C:3]([N:37]2[CH2:38][CH2:39][N:34]([C:29]3[CH:30]=[CH:31][CH:32]=[CH:33][N:28]=3)[CH2:35][CH2:36]2)=[C:4]([F:26])[CH:5]=[C:6]2[C:11]=1[N:10]([C:12]1[CH:17]=[CH:16][C:15]([CH2:18][OH:19])=[CH:14][CH:13]=1)[CH:9]=[C:8]([C:20]([O:22][CH2:23][CH3:24])=[O:21])[C:7]2=[O:25]. (5) Product: [CH3:31][C:28]1[CH:29]=[CH:30][C:25]([C:21]2[O:22][C:23]([CH3:24])=[C:19]([CH2:18][CH2:17][O:16][C:11]3[CH:12]=[CH:13][CH:14]=[C:15]4[C:10]=3[CH2:9][CH2:8][CH:7]=[C:6]4[CH2:5][CH2:4][C:3]([OH:32])=[O:2])[N:20]=2)=[CH:26][CH:27]=1. Reactant: C[O:2][C:3](=[O:32])[CH2:4][CH2:5][C:6]1[C:15]2[C:10](=[C:11]([O:16][CH2:17][CH2:18][C:19]3[N:20]=[C:21]([C:25]4[CH:30]=[CH:29][C:28]([CH3:31])=[CH:27][CH:26]=4)[O:22][C:23]=3[CH3:24])[CH:12]=[CH:13][CH:14]=2)[CH2:9][CH2:8][CH:7]=1.[OH-].[Na+].Cl. The catalyst class is: 111. (6) Reactant: [N:1]1[CH:6]=[C:5]([C@@H:7]2[CH2:12][CH2:11][CH2:10][N:8]2[CH3:9])[CH:4]=[CH:3][CH:2]=1.[Br:13][CH2:14][CH2:15][CH2:16][CH2:17][CH2:18][CH:19]=[C:20]([CH3:22])[CH3:21]. Product: [BrH:13].[Br-:13].[CH3:21][C:20]([CH3:22])=[CH:19][CH2:18][CH2:17][CH2:16][CH2:15][CH2:14][N+:1]1[CH:2]=[CH:3][CH:4]=[C:5]([C@@H:7]2[CH2:12][CH2:11][CH2:10][N:8]2[CH3:9])[CH:6]=1. The catalyst class is: 52.